Dataset: Forward reaction prediction with 1.9M reactions from USPTO patents (1976-2016). Task: Predict the product of the given reaction. Given the reactants C([O:8][C:9]1[CH:10]=[C:11]([CH:16]=[C:17]([O:30]CC2C=CC=CC=2)[C:18]=1[C:19]#[C:20][CH2:21][NH:22][C:23]([O:25][C:26]([CH3:29])([CH3:28])[CH3:27])=[O:24])[C:12]([O:14][CH3:15])=[O:13])C1C=CC=CC=1, predict the reaction product. The product is: [C:26]([O:25][C:23]([NH:22][CH2:21][CH2:20][CH2:19][C:18]1[C:17]([OH:30])=[CH:16][C:11]([C:12]([O:14][CH3:15])=[O:13])=[CH:10][C:9]=1[OH:8])=[O:24])([CH3:29])([CH3:27])[CH3:28].